Dataset: Forward reaction prediction with 1.9M reactions from USPTO patents (1976-2016). Task: Predict the product of the given reaction. (1) Given the reactants [CH3:1][C:2]1[CH:10]=[CH:9][C:5]([C:6]([OH:8])=O)=[CH:4][C:3]=1[N:11]1[CH:15]=[C:14]([C:16]2[CH:17]=[N:18][CH:19]=[CH:20][CH:21]=2)[N:13]=[N:12]1.C(Cl)(=O)C(Cl)=O.[NH2:28][C:29]1[C:30]([O:44][CH3:45])=[C:31]([NH:39][S:40]([CH3:43])(=[O:42])=[O:41])[CH:32]=[C:33]([C:35]([CH3:38])([CH3:37])[CH3:36])[CH:34]=1.N1C(C)=CC=CC=1C, predict the reaction product. The product is: [C:35]([C:33]1[CH:32]=[C:31]([NH:39][S:40]([CH3:43])(=[O:42])=[O:41])[C:30]([O:44][CH3:45])=[C:29]([NH:28][C:6](=[O:8])[C:5]2[CH:9]=[CH:10][C:2]([CH3:1])=[C:3]([N:11]3[CH:15]=[C:14]([C:16]4[CH:17]=[N:18][CH:19]=[CH:20][CH:21]=4)[N:13]=[N:12]3)[CH:4]=2)[CH:34]=1)([CH3:38])([CH3:36])[CH3:37]. (2) Given the reactants C(O[C:6]([N:8]([C:39](OC(C)(C)C)=O)[C:9](=[O:38])[C:10]1[CH:15]=[C:14]([N:16]2[CH2:20][CH2:19][CH2:18][C:17]2=[O:21])[CH:13]=[CH:12][C:11]=1[C:22]([N:24]1[CH2:29][CH2:28][N:27]([C:30]2[C:35]([CH3:36])=[CH:34][C:33]([CH3:37])=[CH:32][N:31]=2)[CH2:26][CH2:25]1)=[O:23])=O)(C)(C)C.C[NH:47][CH2:48][CH2:49]C#N, predict the reaction product. The product is: [C:48]([CH2:49][CH2:39][N:8]([CH3:6])[C:9](=[O:38])[C:10]1[CH:15]=[C:14]([N:16]2[CH2:20][CH2:19][CH2:18][C:17]2=[O:21])[CH:13]=[CH:12][C:11]=1[C:22]([N:24]1[CH2:29][CH2:28][N:27]([C:30]2[C:35]([CH3:36])=[CH:34][C:33]([CH3:37])=[CH:32][N:31]=2)[CH2:26][CH2:25]1)=[O:23])#[N:47].